This data is from Full USPTO retrosynthesis dataset with 1.9M reactions from patents (1976-2016). The task is: Predict the reactants needed to synthesize the given product. The reactants are: Br[C:2]1[C:3]([C:14]([NH:16][CH2:17][CH2:18][CH2:19][CH2:20][CH2:21][CH2:22][C:23]([O:25][CH3:26])=[O:24])=[O:15])=[C:4]([CH3:13])[O:5][C:6]=1[C:7]1[CH:12]=[CH:11][CH:10]=[CH:9][CH:8]=1.[CH3:27][O:28][C:29]1[CH:34]=[CH:33][C:32](B(O)O)=[CH:31][CH:30]=1. Given the product [CH3:27][O:28][C:29]1[CH:34]=[CH:33][C:32]([C:2]2[C:3]([C:14]([NH:16][CH2:17][CH2:18][CH2:19][CH2:20][CH2:21][CH2:22][C:23]([O:25][CH3:26])=[O:24])=[O:15])=[C:4]([CH3:13])[O:5][C:6]=2[C:7]2[CH:12]=[CH:11][CH:10]=[CH:9][CH:8]=2)=[CH:31][CH:30]=1, predict the reactants needed to synthesize it.